This data is from NCI-60 drug combinations with 297,098 pairs across 59 cell lines. The task is: Regression. Given two drug SMILES strings and cell line genomic features, predict the synergy score measuring deviation from expected non-interaction effect. (1) Drug 1: C1=CC=C(C(=C1)C(C2=CC=C(C=C2)Cl)C(Cl)Cl)Cl. Drug 2: C1=NC2=C(N=C(N=C2N1C3C(C(C(O3)CO)O)F)Cl)N. Cell line: T-47D. Synergy scores: CSS=0.958, Synergy_ZIP=0.177, Synergy_Bliss=1.59, Synergy_Loewe=-0.666, Synergy_HSA=0.329. (2) Drug 1: CS(=O)(=O)C1=CC(=C(C=C1)C(=O)NC2=CC(=C(C=C2)Cl)C3=CC=CC=N3)Cl. Cell line: HT29. Drug 2: CN1C2=C(C=C(C=C2)N(CCCl)CCCl)N=C1CCCC(=O)O.Cl. Synergy scores: CSS=-0.147, Synergy_ZIP=-0.724, Synergy_Bliss=-2.11, Synergy_Loewe=-6.11, Synergy_HSA=-5.89. (3) Drug 1: CS(=O)(=O)C1=CC(=C(C=C1)C(=O)NC2=CC(=C(C=C2)Cl)C3=CC=CC=N3)Cl. Drug 2: CS(=O)(=O)OCCCCOS(=O)(=O)C. Cell line: SK-MEL-28. Synergy scores: CSS=-3.54, Synergy_ZIP=4.45, Synergy_Bliss=4.93, Synergy_Loewe=-4.67, Synergy_HSA=-3.28. (4) Drug 2: COC1=NC(=NC2=C1N=CN2C3C(C(C(O3)CO)O)O)N. Cell line: 786-0. Drug 1: CNC(=O)C1=CC=CC=C1SC2=CC3=C(C=C2)C(=NN3)C=CC4=CC=CC=N4. Synergy scores: CSS=-0.0270, Synergy_ZIP=-1.55, Synergy_Bliss=-2.87, Synergy_Loewe=-3.23, Synergy_HSA=-3.17. (5) Drug 1: C1=C(C(=O)NC(=O)N1)N(CCCl)CCCl. Drug 2: C1CN(CCN1C(=O)CCBr)C(=O)CCBr. Cell line: SNB-19. Synergy scores: CSS=41.5, Synergy_ZIP=1.52, Synergy_Bliss=5.05, Synergy_Loewe=3.01, Synergy_HSA=7.45. (6) Drug 1: C1=C(C(=O)NC(=O)N1)N(CCCl)CCCl. Drug 2: C1C(C(OC1N2C=NC3=C2NC=NCC3O)CO)O. Cell line: 786-0. Synergy scores: CSS=54.0, Synergy_ZIP=-1.06, Synergy_Bliss=0.373, Synergy_Loewe=0.788, Synergy_HSA=1.61. (7) Cell line: NCI-H460. Drug 2: CCC1=C2N=C(C=C(N2N=C1)NCC3=C[N+](=CC=C3)[O-])N4CCCCC4CCO. Synergy scores: CSS=67.9, Synergy_ZIP=-2.50, Synergy_Bliss=-1.18, Synergy_Loewe=-4.98, Synergy_HSA=0.857. Drug 1: C1CC2CC3=C(CC1C24CN(S(=O)(=O)N4)CC(F)(F)F)C=CC(=C3)C=CCN5CCC(CC5)C(F)(F)F. (8) Drug 1: CN(C)N=NC1=C(NC=N1)C(=O)N. Drug 2: C1=CC=C(C(=C1)C(C2=CC=C(C=C2)Cl)C(Cl)Cl)Cl. Cell line: K-562. Synergy scores: CSS=19.5, Synergy_ZIP=0.388, Synergy_Bliss=6.00, Synergy_Loewe=2.92, Synergy_HSA=6.56. (9) Drug 1: C1CC(=O)NC(=O)C1N2C(=O)C3=CC=CC=C3C2=O. Drug 2: CC1C(C(CC(O1)OC2CC(CC3=C2C(=C4C(=C3O)C(=O)C5=C(C4=O)C(=CC=C5)OC)O)(C(=O)CO)O)N)O.Cl. Cell line: SNB-75. Synergy scores: CSS=52.1, Synergy_ZIP=1.31, Synergy_Bliss=3.50, Synergy_Loewe=-31.9, Synergy_HSA=3.39. (10) Drug 1: CC1C(C(CC(O1)OC2CC(CC3=C2C(=C4C(=C3O)C(=O)C5=C(C4=O)C(=CC=C5)OC)O)(C(=O)CO)O)N)O.Cl. Drug 2: CC(C)(C#N)C1=CC(=CC(=C1)CN2C=NC=N2)C(C)(C)C#N. Cell line: UACC-257. Synergy scores: CSS=9.10, Synergy_ZIP=-3.51, Synergy_Bliss=-3.19, Synergy_Loewe=-3.21, Synergy_HSA=-3.17.